Predict the product of the given reaction. From a dataset of Forward reaction prediction with 1.9M reactions from USPTO patents (1976-2016). (1) Given the reactants [N+:1]([C:4]1[CH:9]=[CH:8][CH:7]=[CH:6][C:5]=1[NH:10][C:11]1[CH:16]=[C:15]([NH:17][CH2:18][C:19]2[CH:20]=[N:21][CH:22]=[CH:23][CH:24]=2)[N:14]=[CH:13][N:12]=1)([O-:3])=[O:2].[H-].[Na+].[Cl:27][C:28]1[C:33]([N:34]=[C:35]=[O:36])=[C:32]([Cl:37])[C:31]([O:38][CH3:39])=[CH:30][C:29]=1[O:40][CH3:41].O, predict the reaction product. The product is: [Cl:27][C:28]1[C:29]([O:40][CH3:41])=[CH:30][C:31]([O:38][CH3:39])=[C:32]([Cl:37])[C:33]=1[NH:34][C:35](=[O:36])[N:17]([C:15]1[CH:16]=[C:11]([NH:10][C:5]2[CH:6]=[CH:7][CH:8]=[CH:9][C:4]=2[N+:1]([O-:3])=[O:2])[N:12]=[CH:13][N:14]=1)[CH2:18][C:19]1[CH:20]=[N:21][CH:22]=[CH:23][CH:24]=1. (2) Given the reactants Br[C:2]1[CH:3]=[C:4]([NH:10][S:11]([CH3:14])(=[O:13])=[O:12])[C:5]([NH:8][CH3:9])=[N:6][CH:7]=1.[CH3:15][C:16]1([CH3:40])[CH2:25][CH2:24][C:23]2[N:22]=[CH:21][N:20]=[C:19]([N:26]3[CH2:32][C:31]4[CH:33]=[C:34](B(O)O)[CH:35]=[CH:36][C:30]=4[O:29][CH2:28][CH2:27]3)[C:18]=2[CH2:17]1, predict the reaction product. The product is: [CH3:15][C:16]1([CH3:40])[CH2:25][CH2:24][C:23]2[N:22]=[CH:21][N:20]=[C:19]([N:26]3[CH2:32][C:31]4[CH:33]=[C:34]([C:2]5[CH:3]=[C:4]([NH:10][S:11]([CH3:14])(=[O:13])=[O:12])[C:5]([NH:8][CH3:9])=[N:6][CH:7]=5)[CH:35]=[CH:36][C:30]=4[O:29][CH2:28][CH2:27]3)[C:18]=2[CH2:17]1. (3) The product is: [CH2:13]([NH:20][CH2:3][CH2:2][C:1]([O:5][CH2:6][C:7]1[CH:12]=[CH:11][CH:10]=[CH:9][CH:8]=1)=[O:4])[C:14]1[CH:19]=[CH:18][CH:17]=[CH:16][CH:15]=1. Given the reactants [C:1]([O:5][CH2:6][C:7]1[CH:12]=[CH:11][CH:10]=[CH:9][CH:8]=1)(=[O:4])[CH:2]=[CH2:3].[CH2:13]([NH2:20])[C:14]1[CH:19]=[CH:18][CH:17]=[CH:16][CH:15]=1, predict the reaction product.